Task: Predict the reactants needed to synthesize the given product.. Dataset: Full USPTO retrosynthesis dataset with 1.9M reactions from patents (1976-2016) (1) Given the product [Cl:1][C:2]1[CH:3]=[C:4]([NH:9][C:10]([N:12]2[CH2:17][CH2:16][N:15]([CH2:18][C@@H:19]3[CH2:24][CH2:23][CH2:22][N:21]([C:37](=[O:38])[CH2:36][CH2:35][C:34]([O:41][CH3:42])=[O:40])[CH2:20]3)[CH2:14][CH2:13]2)=[O:11])[CH:5]=[CH:6][C:7]=1[Cl:8], predict the reactants needed to synthesize it. The reactants are: [Cl:1][C:2]1[CH:3]=[C:4]([NH:9][C:10]([N:12]2[CH2:17][CH2:16][N:15]([CH2:18][C@@H:19]3[CH2:24][CH2:23][CH2:22][NH:21][CH2:20]3)[CH2:14][CH2:13]2)=[O:11])[CH:5]=[CH:6][C:7]=1[Cl:8].C(N(CC)C(C)C)(C)C.[C:34]([O:41][CH3:42])(=[O:40])[CH2:35][CH2:36][C:37]([O-])=[O:38].F[P-](F)(F)(F)(F)F.N1(OC(N(C)C)=[N+](C)C)C2N=CC=CC=2N=N1. (2) Given the product [CH3:26][CH:6]1[CH2:5][C@H:4]2[C@H:8]([CH2:9][N:10]([C:11]([C:13]3[N:14]=[C:15]([CH3:25])[S:16][C:17]=3[C:18]3[CH:19]=[C:20]([CH3:24])[CH:21]=[CH:22][CH:23]=3)=[O:12])[C@@H:3]2[CH2:2][NH:1][C:34]([C:30]2[CH:29]=[C:28]([Br:27])[CH:33]=[CH:32][N:31]=2)=[O:35])[CH2:7]1, predict the reactants needed to synthesize it. The reactants are: [NH2:1][CH2:2][C@H:3]1[N:10]([C:11]([C:13]2[N:14]=[C:15]([CH3:25])[S:16][C:17]=2[C:18]2[CH:19]=[C:20]([CH3:24])[CH:21]=[CH:22][CH:23]=2)=[O:12])[CH2:9][C@H:8]2[C@@H:4]1[CH2:5][CH:6]([CH3:26])[CH2:7]2.[Br:27][C:28]1[CH:33]=[CH:32][N:31]=[C:30]([C:34](O)=[O:35])[CH:29]=1. (3) Given the product [F:32][C:33]([F:35])([F:34])[CH:28]([C:27]1[CH:30]=[CH:31][C:24]([C:21]2[CH:22]=[CH:23][O:19][CH:20]=2)=[CH:25][CH:26]=1)[OH:29], predict the reactants needed to synthesize it. The reactants are: [F-].C([N+](CCCC)(CCCC)CCCC)CCC.[O:19]1[CH:23]=[CH:22][C:21]([C:24]2[CH:31]=[CH:30][C:27]([CH:28]=[O:29])=[CH:26][CH:25]=2)=[CH:20]1.[F:32][C:33]([Si](C)(C)C)([F:35])[F:34].Cl.